From a dataset of Full USPTO retrosynthesis dataset with 1.9M reactions from patents (1976-2016). Predict the reactants needed to synthesize the given product. (1) Given the product [NH:8]1[C:9]2[C:5](=[CH:4][CH:3]=[CH:11][CH:10]=2)[CH:6]=[CH:7]1, predict the reactants needed to synthesize it. The reactants are: CO[C:3]1[CH:4]=[C:5]2[C:9](=[CH:10][CH:11]=1)[NH:8][CH:7]=[CH:6]2.BrC1C=C2C(=CC=1)N(S(C1C=CC(OC)=CC=1)(=O)=O)C=C2OC(=O)C. (2) The reactants are: [NH2:1][C:2]1[N:6]([C:7]2[C:12]([Cl:13])=[CH:11][C:10]([C:14]([F:17])([F:16])[F:15])=[CH:9][C:8]=2[Cl:18])[N:5]=[C:4]([CH:19]=[N:20][OH:21])[C:3]=1[S:22]([CH3:24])=[O:23].[OH:25]O.O. Given the product [NH2:1][C:2]1[N:6]([C:7]2[C:12]([Cl:13])=[CH:11][C:10]([C:14]([F:17])([F:16])[F:15])=[CH:9][C:8]=2[Cl:18])[N:5]=[C:4]([CH:19]=[N:20][OH:21])[C:3]=1[S:22]([CH3:24])(=[O:25])=[O:23], predict the reactants needed to synthesize it. (3) Given the product [Cl:1][C:2]1[N:7]=[C:6]([NH:34][CH3:33])[N:5]=[C:4]([N:12]2[C@H:17]([C:18]([F:21])([F:20])[F:19])[CH2:16][CH2:15][C@H:14]([C:22]([NH:24][CH2:25][C:26]3[CH:31]=[CH:30][CH:29]=[CH:28][CH:27]=3)=[O:23])[CH2:13]2)[CH:3]=1, predict the reactants needed to synthesize it. The reactants are: [Cl:1][C:2]1[N:7]=[C:6](S(C)(=O)=O)[N:5]=[C:4]([N:12]2[C@H:17]([C:18]([F:21])([F:20])[F:19])[CH2:16][CH2:15][C@H:14]([C:22]([NH:24][CH2:25][C:26]3[CH:31]=[CH:30][CH:29]=[CH:28][CH:27]=3)=[O:23])[CH2:13]2)[CH:3]=1.C[CH2:33][N:34](C(C)C)C(C)C.CN. (4) Given the product [CH2:35]([O:42][C:43]1[N:44]=[N:45][C:46]([C:57]#[C:58][C:60]2[C:65]([F:66])=[CH:64][CH:63]=[CH:62][C:61]=2[F:67])=[CH:47][C:48]=1[O:49][CH2:50][C:51]1[CH:56]=[CH:55][CH:54]=[CH:53][CH:52]=1)[C:36]1[CH:37]=[CH:38][CH:39]=[CH:40][CH:41]=1, predict the reactants needed to synthesize it. The reactants are: C(OC1N=NC(C#CC2C=CC(C(F)(F)F)=CN=2)=CC=1OCC1C=CC=CC=1)C1C=CC=CC=1.[CH2:35]([O:42][C:43]1[N:44]=[N:45][C:46]([C:57]#[CH:58])=[CH:47][C:48]=1[O:49][CH2:50][C:51]1[CH:56]=[CH:55][CH:54]=[CH:53][CH:52]=1)[C:36]1[CH:41]=[CH:40][CH:39]=[CH:38][CH:37]=1.Br[C:60]1[C:65]([F:66])=[CH:64][CH:63]=[CH:62][C:61]=1[F:67]. (5) The reactants are: [CH3:1][O:2][C:3]1[C:12]2[NH:11][C:10](=O)[C@@H:9]3[CH2:14][N:15]([C:17]([O:19][C:20]([CH3:23])([CH3:22])[CH3:21])=[O:18])[CH2:16][C@@H:8]3[C:7]=2[CH:6]=[CH:5][CH:4]=1. Given the product [CH3:1][O:2][C:3]1[C:12]2[NH:11][CH2:10][C@@H:9]3[CH2:14][N:15]([C:17]([O:19][C:20]([CH3:23])([CH3:22])[CH3:21])=[O:18])[CH2:16][C@@H:8]3[C:7]=2[CH:6]=[CH:5][CH:4]=1, predict the reactants needed to synthesize it. (6) Given the product [C:15]1([C:2]2[C:10]3[CH:9]=[C:8]([C:11]([O:13][CH3:14])=[O:12])[S:7][C:6]=3[CH:5]=[CH:4][CH:3]=2)[CH:20]=[CH:19][CH:18]=[CH:17][CH:16]=1, predict the reactants needed to synthesize it. The reactants are: Br[C:2]1[C:10]2[CH:9]=[C:8]([C:11]([O:13][CH3:14])=[O:12])[S:7][C:6]=2[CH:5]=[CH:4][CH:3]=1.[C:15]1(B(O)O)[CH:20]=[CH:19][CH:18]=[CH:17][CH:16]=1.[Cl-].[Li+].C(=O)([O-])[O-].[Na+].[Na+].